This data is from Forward reaction prediction with 1.9M reactions from USPTO patents (1976-2016). The task is: Predict the product of the given reaction. (1) Given the reactants [CH3:1][O:2][CH2:3][CH2:4][NH:5][C:6]1[C:11]([C:12]#[N:13])=[CH:10][N:9]=[C:8]([N:14]2[C:22]3[CH2:21][C:20]([CH3:24])([CH3:23])[CH2:19][C:18](=[O:25])[C:17]=3[C:16]([CH3:26])=[N:15]2)[N:7]=1.CS(C)=[O:29].CCO, predict the reaction product. The product is: [CH3:1][O:2][CH2:3][CH2:4][NH:5][C:6]1[C:11]([C:12]([NH2:13])=[O:29])=[CH:10][N:9]=[C:8]([N:14]2[C:22]3[CH2:21][C:20]([CH3:23])([CH3:24])[CH2:19][C:18](=[O:25])[C:17]=3[C:16]([CH3:26])=[N:15]2)[N:7]=1. (2) Given the reactants [N:1]([C@@H:4]1[C@@H:9]([NH:10][C:11]([O:13][C:14]([CH3:17])([CH3:16])[CH3:15])=[O:12])[CH2:8][CH2:7][C@@H:6]([C:18]([O:20]CC2C=CC=CC=2)=[O:19])[CH2:5]1)=[N+:2]=[N-:3].[OH-].[Li+], predict the reaction product. The product is: [N:1]([C@@H:4]1[C@@H:9]([NH:10][C:11]([O:13][C:14]([CH3:17])([CH3:15])[CH3:16])=[O:12])[CH2:8][CH2:7][C@@H:6]([C:18]([OH:20])=[O:19])[CH2:5]1)=[N+:2]=[N-:3]. (3) Given the reactants [CH:1]1[CH:6]=[CH:5][C:4]([CH2:7][NH:8][C:9]([C@H:11]([OH:24])[C@@H:11]([OH:24])[C:9]([NH:8][CH2:7][C:4]2[CH:5]=[CH:6][CH:1]=[CH:2][CH:3]=2)=[O:10])=[O:10])=[CH:3][CH:2]=1.I(O)(=O)(=O)=O, predict the reaction product. The product is: [CH2:7]([NH:8][C:9](=[O:10])[CH:11]=[O:24])[C:4]1[CH:5]=[CH:6][CH:1]=[CH:2][CH:3]=1. (4) Given the reactants [C:1]([O:5][C:6](=[O:14])[NH:7][CH2:8][CH:9]([OH:13])[CH2:10][CH2:11][OH:12])([CH3:4])([CH3:3])[CH3:2].C(N(CC)CC)C.[CH3:22][S:23](Cl)(=[O:25])=[O:24], predict the reaction product. The product is: [C:1]([O:5][C:6]([NH:7][CH2:8][CH:9]([O:13][S:23]([CH3:22])(=[O:25])=[O:24])[CH2:10][CH2:11][O:12][S:23]([CH3:22])(=[O:25])=[O:24])=[O:14])([CH3:4])([CH3:2])[CH3:3].